Dataset: Forward reaction prediction with 1.9M reactions from USPTO patents (1976-2016). Task: Predict the product of the given reaction. The product is: [C:30]1([S:36]([N:39]2[CH:43]=[C:42]([C:23]#[C:22][CH2:21][CH2:20][CH2:19][C:24]3[CH:25]=[CH:26][CH:27]=[CH:28][CH:29]=3)[C:41]([C:45]3[CH:46]=[N:47][CH:48]=[CH:49][CH:50]=3)=[N:40]2)(=[O:37])=[O:38])[CH:35]=[CH:34][CH:33]=[CH:32][CH:31]=1. Given the reactants C(C1C(C2CN(C)CCC=2)=NNC=1)#CCCCC.[CH2:19]([C:24]1[CH:29]=[CH:28][CH:27]=[CH:26][CH:25]=1)[CH2:20][CH2:21][C:22]#[CH:23].[C:30]1([S:36]([N:39]2[CH:43]=[C:42](I)[C:41]([C:45]3[CH:46]=[N:47][CH:48]=[CH:49][CH:50]=3)=[N:40]2)(=[O:38])=[O:37])[CH:35]=[CH:34][CH:33]=[CH:32][CH:31]=1.C(OCC)C, predict the reaction product.